From a dataset of Forward reaction prediction with 1.9M reactions from USPTO patents (1976-2016). Predict the product of the given reaction. Given the reactants [C:1]([C:3]1[CH:4]=[C:5]([NH:22][C:23](=[O:28])[CH2:24][C:25](=O)[CH3:26])[CH:6]=[CH:7][C:8]=1[N:9]([CH2:16][CH2:17][CH2:18][CH2:19][CH2:20][CH3:21])[CH2:10][CH2:11][CH2:12][CH2:13][CH2:14][CH3:15])#[N:2].[NH3:29], predict the reaction product. The product is: [NH2:29]/[C:25](/[CH3:26])=[CH:24]\[C:23]([NH:22][C:5]1[CH:6]=[CH:7][C:8]([N:9]([CH2:16][CH2:17][CH2:18][CH2:19][CH2:20][CH3:21])[CH2:10][CH2:11][CH2:12][CH2:13][CH2:14][CH3:15])=[C:3]([C:1]#[N:2])[CH:4]=1)=[O:28].